Task: Regression. Given two drug SMILES strings and cell line genomic features, predict the synergy score measuring deviation from expected non-interaction effect.. Dataset: NCI-60 drug combinations with 297,098 pairs across 59 cell lines (1) Drug 1: CC12CCC3C(C1CCC2O)C(CC4=C3C=CC(=C4)O)CCCCCCCCCS(=O)CCCC(C(F)(F)F)(F)F. Drug 2: CC1=C(C(=O)C2=C(C1=O)N3CC4C(C3(C2COC(=O)N)OC)N4)N. Cell line: SN12C. Synergy scores: CSS=22.6, Synergy_ZIP=-7.92, Synergy_Bliss=2.26, Synergy_Loewe=-12.9, Synergy_HSA=0.0811. (2) Cell line: OVCAR3. Drug 2: C1CNP(=O)(OC1)N(CCCl)CCCl. Drug 1: CC1=C(C(CCC1)(C)C)C=CC(=CC=CC(=CC(=O)O)C)C. Synergy scores: CSS=-6.22, Synergy_ZIP=4.35, Synergy_Bliss=2.12, Synergy_Loewe=-6.54, Synergy_HSA=-6.07. (3) Drug 1: C1CC(C1)(C(=O)O)C(=O)O.[NH2-].[NH2-].[Pt+2]. Drug 2: C(CN)CNCCSP(=O)(O)O. Cell line: SF-295. Synergy scores: CSS=15.0, Synergy_ZIP=-4.41, Synergy_Bliss=-0.0967, Synergy_Loewe=-5.32, Synergy_HSA=0.581. (4) Drug 1: C1=C(C(=O)NC(=O)N1)F. Drug 2: C1=NC2=C(N=C(N=C2N1C3C(C(C(O3)CO)O)O)F)N. Cell line: KM12. Synergy scores: CSS=3.96, Synergy_ZIP=-23.5, Synergy_Bliss=-43.2, Synergy_Loewe=-45.1, Synergy_HSA=-42.2. (5) Drug 1: C1=CC(=CC=C1C#N)C(C2=CC=C(C=C2)C#N)N3C=NC=N3. Drug 2: B(C(CC(C)C)NC(=O)C(CC1=CC=CC=C1)NC(=O)C2=NC=CN=C2)(O)O. Cell line: MDA-MB-435. Synergy scores: CSS=62.5, Synergy_ZIP=3.80, Synergy_Bliss=5.45, Synergy_Loewe=-24.1, Synergy_HSA=-0.312. (6) Drug 1: C1=NC(=NC(=O)N1C2C(C(C(O2)CO)O)O)N. Drug 2: CCC1(CC2CC(C3=C(CCN(C2)C1)C4=CC=CC=C4N3)(C5=C(C=C6C(=C5)C78CCN9C7C(C=CC9)(C(C(C8N6C)(C(=O)OC)O)OC(=O)C)CC)OC)C(=O)OC)O.OS(=O)(=O)O. Cell line: A549. Synergy scores: CSS=-0.183, Synergy_ZIP=-1.01, Synergy_Bliss=-4.32, Synergy_Loewe=-21.5, Synergy_HSA=-3.53. (7) Drug 1: CCC(=C(C1=CC=CC=C1)C2=CC=C(C=C2)OCCN(C)C)C3=CC=CC=C3.C(C(=O)O)C(CC(=O)O)(C(=O)O)O. Synergy scores: CSS=8.05, Synergy_ZIP=-5.84, Synergy_Bliss=-5.51, Synergy_Loewe=-7.11, Synergy_HSA=-7.38. Cell line: COLO 205. Drug 2: C(CC(=O)O)C(=O)CN.Cl.